Dataset: Forward reaction prediction with 1.9M reactions from USPTO patents (1976-2016). Task: Predict the product of the given reaction. (1) Given the reactants Cl[C:2]1[CH:11]=[C:10]([NH:12][CH:13]2[CH2:17][CH2:16][CH2:15][CH2:14]2)[C:5]([C:6]([NH:8][CH3:9])=[O:7])=[CH:4][N:3]=1.[NH2:18][C:19]1[CH:20]=[C:21]2[C:25](=[CH:26][CH:27]=1)[NH:24][C:23](=[O:28])[C:22]2([F:30])[F:29], predict the reaction product. The product is: [CH:13]1([NH:12][C:10]2[C:5]([C:6]([NH:8][CH3:9])=[O:7])=[CH:4][N:3]=[C:2]([NH:18][C:19]3[CH:20]=[C:21]4[C:25](=[CH:26][CH:27]=3)[NH:24][C:23](=[O:28])[C:22]4([F:30])[F:29])[CH:11]=2)[CH2:17][CH2:16][CH2:15][CH2:14]1. (2) Given the reactants [H-].[Na+].[CH3:3][CH:4]([CH3:17])[CH2:5][C:6]([C:8]1[C:9]([C:13]([O:15][CH3:16])=[O:14])=[CH:10][NH:11][CH:12]=1)=[O:7].[C:18]1([CH2:28]Cl)[C:27]2[C:22](=[CH:23][CH:24]=[CH:25][CH:26]=2)[CH:21]=[CH:20][CH:19]=1.Cl, predict the reaction product. The product is: [CH3:3][CH:4]([CH3:17])[CH2:5][C:6]([C:8]1[C:9]([C:13]([O:15][CH3:16])=[O:14])=[CH:10][N:11]([CH2:28][C:18]2[C:27]3[C:22](=[CH:23][CH:24]=[CH:25][CH:26]=3)[CH:21]=[CH:20][CH:19]=2)[CH:12]=1)=[O:7]. (3) Given the reactants [Br:1][C:2]1[CH:8]=[CH:7][C:5]([NH2:6])=[C:4]([N+:9]([O-])=[O:10])[C:3]=1[Cl:12].[OH-:13].[K+].O, predict the reaction product. The product is: [Br:1][C:2]1[CH:8]=[CH:7][C:5]2=[N+:6]([O-:13])[O:10][N:9]=[C:4]2[C:3]=1[Cl:12]. (4) Given the reactants [Cl:1][C:2]1[CH:31]=[CH:30][C:5]([CH2:6][N:7]2[C:15]3[C:10](=[CH:11][C:12](/[CH:16]=[C:17]4/[C:18](=[O:29])[N:19]([CH2:23][C@@H:24]5[CH2:28][CH2:27][CH2:26][NH:25]5)[C:20](=[O:22])[S:21]/4)=[CH:13][CH:14]=3)[CH:9]=[N:8]2)=[C:4]([C:32]([F:35])([F:34])[F:33])[CH:3]=1.Br[CH2:37][C:38]([NH2:40])=[O:39], predict the reaction product. The product is: [Cl:1][C:2]1[CH:31]=[CH:30][C:5]([CH2:6][N:7]2[C:15]3[C:10](=[CH:11][C:12](/[CH:16]=[C:17]4/[C:18](=[O:29])[N:19]([CH2:23][C@@H:24]5[CH2:28][CH2:27][CH2:26][N:25]5[CH2:37][C:38]([NH2:40])=[O:39])[C:20](=[O:22])[S:21]/4)=[CH:13][CH:14]=3)[CH:9]=[N:8]2)=[C:4]([C:32]([F:35])([F:33])[F:34])[CH:3]=1. (5) Given the reactants [Br:1][C:2]1[CH:7]=[CH:6][C:5]([C:8]2[O:12][N:11]=[CH:10][C:9]=2[C:13]([OH:15])=O)=[CH:4][CH:3]=1.[NH:16]1[CH2:20][CH2:19][CH2:18][CH2:17]1, predict the reaction product. The product is: [Br:1][C:2]1[CH:3]=[CH:4][C:5]([C:8]2[O:12][N:11]=[CH:10][C:9]=2[C:13]([N:16]2[CH2:20][CH2:19][CH2:18][CH2:17]2)=[O:15])=[CH:6][CH:7]=1. (6) Given the reactants [OH:1][C@H:2]1[CH2:6][N:5]([C:7](=[O:20])[C@@H:8]([NH:12]C(=O)OC(C)(C)C)[CH:9]([CH3:11])[CH3:10])[C@H:4]([C:21](=[O:36])[NH:22][CH2:23][C:24]2[CH:29]=[CH:28][C:27]([C:30]3[S:34][CH:33]=[N:32][C:31]=3[CH3:35])=[CH:26][CH:25]=2)[CH2:3]1.[ClH:37].O1CCOCC1, predict the reaction product. The product is: [ClH:37].[NH2:12][C@@H:8]([CH:9]([CH3:11])[CH3:10])[C:7]([N:5]1[CH2:6][C@H:2]([OH:1])[CH2:3][C@H:4]1[C:21]([NH:22][CH2:23][C:24]1[CH:29]=[CH:28][C:27]([C:30]2[S:34][CH:33]=[N:32][C:31]=2[CH3:35])=[CH:26][CH:25]=1)=[O:36])=[O:20]. (7) Given the reactants [C:1]([C:5]1[N:9]([CH2:10][CH:11]2[CH2:16][CH2:15][O:14][CH2:13][CH2:12]2)[C:8]2[CH:17]=[CH:18][C:19]([S:21](Cl)(=[O:23])=[O:22])=[CH:20][C:7]=2[N:6]=1)([CH3:4])([CH3:3])[CH3:2].[NH:25]1[CH:29]=[C:28]([CH:30]=[O:31])[CH:27]=[N:26]1, predict the reaction product. The product is: [C:1]([C:5]1[N:9]([CH2:10][CH:11]2[CH2:16][CH2:15][O:14][CH2:13][CH2:12]2)[C:8]2[CH:17]=[CH:18][C:19]([S:21]([N:25]3[CH:29]=[C:28]([CH:30]=[O:31])[CH:27]=[N:26]3)(=[O:23])=[O:22])=[CH:20][C:7]=2[N:6]=1)([CH3:4])([CH3:3])[CH3:2].